This data is from Full USPTO retrosynthesis dataset with 1.9M reactions from patents (1976-2016). The task is: Predict the reactants needed to synthesize the given product. Given the product [C:17]([O:9][C:3]1[CH:4]=[C:5]([CH3:8])[CH:6]=[CH:7][C:2]=1[F:1])(=[O:24])[C:18]1[CH:23]=[CH:22][CH:21]=[CH:20][CH:19]=1, predict the reactants needed to synthesize it. The reactants are: [F:1][C:2]1[CH:7]=[CH:6][C:5]([CH3:8])=[CH:4][C:3]=1[OH:9].CCN(CC)CC.[C:17](Cl)(=[O:24])[C:18]1[CH:23]=[CH:22][CH:21]=[CH:20][CH:19]=1.